From a dataset of Reaction yield outcomes from USPTO patents with 853,638 reactions. Predict the reaction yield, written as a fraction of the theoretical maximum amount of product (1.0 means a 100% yield; for example, 0.34 means a 34% yield). (1) The reactants are [CH3:1][O:2][C:3]1[CH:4]=[C:5]([NH2:26])[CH:6]=[CH:7][C:8]=1[C:9]1[O:10][C:11]([C:14]2[C:15]([C:20]3[CH:25]=[CH:24][CH:23]=[CH:22][CH:21]=3)=[N:16][O:17][C:18]=2[CH3:19])=[N:12][N:13]=1.C(N(CC)C(C)C)(C)C.[CH3:36][S:37](Cl)(=[O:39])=[O:38]. The catalyst is C1COCC1.CN(C)C1C=CN=CC=1. The product is [CH3:1][O:2][C:3]1[CH:4]=[C:5]([N:26]([S:37]([CH3:36])(=[O:39])=[O:38])[S:37]([CH3:36])(=[O:39])=[O:38])[CH:6]=[CH:7][C:8]=1[C:9]1[O:10][C:11]([C:14]2[C:15]([C:20]3[CH:21]=[CH:22][CH:23]=[CH:24][CH:25]=3)=[N:16][O:17][C:18]=2[CH3:19])=[N:12][N:13]=1. The yield is 0.710. (2) The reactants are [F:1][C:2]([F:9])([F:8])[C:3]([O:5]CC)=O.[OH:10][C:11]1[CH:16]=[CH:15][C:14]([C:17](=[O:19])[CH3:18])=[CH:13][C:12]=1[N+:20]([O-:22])=[O:21]. No catalyst specified. The product is [F:9][C:2]([F:1])([F:8])[C:3](=[O:5])[CH2:18][C:17]([C:14]1[CH:15]=[CH:16][C:11]([OH:10])=[C:12]([N+:20]([O-:22])=[O:21])[CH:13]=1)=[O:19]. The yield is 0.770.